From a dataset of Full USPTO retrosynthesis dataset with 1.9M reactions from patents (1976-2016). Predict the reactants needed to synthesize the given product. Given the product [Br:23][C:5]1[S:4][C:3]([C:7]2[C:8]([CH3:22])=[N:9][N:10]3[C:15]([CH:16]([CH2:17][CH3:18])[CH2:19][CH3:20])=[CH:14][C:13]([CH3:21])=[N:12][C:11]=23)=[C:2]([Cl:1])[CH:6]=1, predict the reactants needed to synthesize it. The reactants are: [Cl:1][C:2]1[CH:6]=[CH:5][S:4][C:3]=1[C:7]1[C:8]([CH3:22])=[N:9][N:10]2[C:15]([CH:16]([CH2:19][CH3:20])[CH2:17][CH3:18])=[CH:14][C:13]([CH3:21])=[N:12][C:11]=12.[Br:23]N1C(=O)CCC1=O.